From a dataset of Reaction yield outcomes from USPTO patents with 853,638 reactions. Predict the reaction yield, written as a fraction of the theoretical maximum amount of product (1.0 means a 100% yield; for example, 0.34 means a 34% yield). (1) The reactants are [N:1]([CH2:4][CH2:5][NH:6][C:7](=[O:21])[CH2:8][CH2:9][CH2:10][CH2:11][CH2:12][CH2:13][CH2:14][CH2:15][CH2:16][CH2:17][CH2:18]CC)=[N+:2]=[N-:3].[CH2:22](C1C=CC(C(Cl)=O)=CC=1)[CH2:23]CCCCC.N(CCN)=[N+]=[N-].C(N(CC)CC)C. The catalyst is ClCCl. The product is [N:1]([CH2:4][CH2:5][NH:6][C:7](=[O:21])[C:8]1[CH:9]=[CH:10][C:11]([CH2:12][CH2:13][CH2:14][CH2:15][CH2:16][CH2:17][CH3:18])=[CH:23][CH:22]=1)=[N+:2]=[N-:3]. The yield is 0.750. (2) The reactants are [CH3:1][O:2][C:3]1[CH:4]=[C:5]2[C:10](=[CH:11][C:12]=1[O:13][CH3:14])[N:9]=[CH:8][CH:7]=[C:6]2[O:15][C:16]1[CH:21]=[CH:20][C:19]([NH:22][C:23](=O)[CH2:24][O:25][C:26]2[C:31]([O:32][CH3:33])=[CH:30][CH:29]=[CH:28][C:27]=2[O:34][CH3:35])=[CH:18][CH:17]=1.Cl.[OH-].[Na+]. The catalyst is O1CCCC1. The product is [CH3:33][O:32][C:31]1[CH:30]=[CH:29][CH:28]=[C:27]([O:34][CH3:35])[C:26]=1[O:25][CH2:24][CH2:23][NH:22][C:19]1[CH:20]=[CH:21][C:16]([O:15][C:6]2[C:5]3[C:10](=[CH:11][C:12]([O:13][CH3:14])=[C:3]([O:2][CH3:1])[CH:4]=3)[N:9]=[CH:8][CH:7]=2)=[CH:17][CH:18]=1. The yield is 0.800. (3) The reactants are [NH:1]1[CH:5]=[CH:4][N:3]=[CH:2]1.CC(C)([O-])C.[K+].[CH2:12]([O:19][C:20]1[CH:25]=[CH:24][C:23]([Cl:26])=[CH:22][C:21]=1[C:27]1([CH3:30])[CH2:29][O:28]1)[C:13]1[CH:18]=[CH:17][CH:16]=[CH:15][CH:14]=1. The catalyst is CN(C)C=O. The product is [CH2:12]([O:19][C:20]1[CH:25]=[CH:24][C:23]([Cl:26])=[CH:22][C:21]=1[C:27]([OH:28])([CH3:29])[CH2:30][N:1]1[CH:5]=[CH:4][N:3]=[CH:2]1)[C:13]1[CH:14]=[CH:15][CH:16]=[CH:17][CH:18]=1. The yield is 0.758. (4) The reactants are [Cl:1][C:2]1[N:7]=[CH:6][C:5]([C@H:8]([OH:13])[C:9]([F:12])([F:11])[F:10])=[CH:4][CH:3]=1.N1C(C)=CC=CC=1C.[F:22][C:23]([F:36])([F:35])[S:24](O[S:24]([C:23]([F:36])([F:35])[F:22])(=[O:26])=[O:25])(=[O:26])=[O:25].O. The catalyst is C(Cl)Cl. The product is [F:22][C:23]([F:36])([F:35])[S:24]([O:13][C@@H:8]([C:5]1[CH:6]=[N:7][C:2]([Cl:1])=[CH:3][CH:4]=1)[C:9]([F:10])([F:11])[F:12])(=[O:26])=[O:25]. The yield is 0.983. (5) The reactants are C(O)(=O)C.Cl.[NH2:6][C@H:7]1[C:15]2[C:10](=[CH:11][C:12]([C:17]([O:19][CH3:20])=[O:18])=[C:13]([F:16])[CH:14]=2)[CH2:9][CH2:8]1.[CH3:21][C:22]([CH3:24])=O.[BH4-].[Na+]. The catalyst is CO. The product is [F:16][C:13]1[CH:14]=[C:15]2[C:10]([CH2:9][CH2:8][C@H:7]2[NH:6][CH:22]([CH3:24])[CH3:21])=[CH:11][C:12]=1[C:17]([O:19][CH3:20])=[O:18]. The yield is 0.760.